The task is: Predict the reaction yield, written as a fraction of the theoretical maximum amount of product (1.0 means a 100% yield; for example, 0.34 means a 34% yield).. This data is from Reaction yield outcomes from USPTO patents with 853,638 reactions. (1) The reactants are [Br:1][C:2]1[C:3]([CH3:10])=[CH:4]C(C=C)=[N:6][CH:7]=1.[O-][Mn](=O)(=O)=O.[K+].C[C:18]([CH3:20])=[O:19].[OH2:21]. No catalyst specified. The product is [Br:1][C:2]1[C:3]([CH3:10])=[CH:4][C:20]([C:18]([OH:21])=[O:19])=[N:6][CH:7]=1. The yield is 0.920. (2) The reactants are [N+:1]([C:4]1[CH:9]=[CH:8][C:7]([CH2:10][OH:11])=[CH:6][CH:5]=1)([O-:3])=[O:2].[C:12](=O)([O-])[O-].[K+].[K+].IC. The catalyst is C(#N)C. The product is [CH3:12][O:11][CH2:10][C:7]1[CH:6]=[CH:5][C:4]([N+:1]([O-:3])=[O:2])=[CH:9][CH:8]=1. The yield is 0.310.